This data is from NCI-60 drug combinations with 297,098 pairs across 59 cell lines. The task is: Regression. Given two drug SMILES strings and cell line genomic features, predict the synergy score measuring deviation from expected non-interaction effect. (1) Drug 1: C1CCC(C1)C(CC#N)N2C=C(C=N2)C3=C4C=CNC4=NC=N3. Drug 2: CC=C1C(=O)NC(C(=O)OC2CC(=O)NC(C(=O)NC(CSSCCC=C2)C(=O)N1)C(C)C)C(C)C. Cell line: MCF7. Synergy scores: CSS=25.5, Synergy_ZIP=4.34, Synergy_Bliss=2.53, Synergy_Loewe=-32.2, Synergy_HSA=2.19. (2) Drug 1: CC1C(C(=O)NC(C(=O)N2CCCC2C(=O)N(CC(=O)N(C(C(=O)O1)C(C)C)C)C)C(C)C)NC(=O)C3=C4C(=C(C=C3)C)OC5=C(C(=O)C(=C(C5=N4)C(=O)NC6C(OC(=O)C(N(C(=O)CN(C(=O)C7CCCN7C(=O)C(NC6=O)C(C)C)C)C)C(C)C)C)N)C. Drug 2: CC1=C(C(=CC=C1)Cl)NC(=O)C2=CN=C(S2)NC3=CC(=NC(=N3)C)N4CCN(CC4)CCO. Cell line: T-47D. Synergy scores: CSS=-6.89, Synergy_ZIP=2.87, Synergy_Bliss=-0.347, Synergy_Loewe=-7.80, Synergy_HSA=-7.35. (3) Synergy scores: CSS=8.35, Synergy_ZIP=-5.39, Synergy_Bliss=-4.26, Synergy_Loewe=-3.74, Synergy_HSA=-3.57. Cell line: CCRF-CEM. Drug 1: CCC(=C(C1=CC=CC=C1)C2=CC=C(C=C2)OCCN(C)C)C3=CC=CC=C3.C(C(=O)O)C(CC(=O)O)(C(=O)O)O. Drug 2: CC(C)CN1C=NC2=C1C3=CC=CC=C3N=C2N. (4) Drug 1: C1C(C(OC1N2C=C(C(=O)NC2=O)F)CO)O. Drug 2: C1=CC=C(C=C1)NC(=O)CCCCCCC(=O)NO. Cell line: NCI-H522. Synergy scores: CSS=17.5, Synergy_ZIP=-5.96, Synergy_Bliss=0.219, Synergy_Loewe=-0.382, Synergy_HSA=0.0631.